From a dataset of Full USPTO retrosynthesis dataset with 1.9M reactions from patents (1976-2016). Predict the reactants needed to synthesize the given product. (1) Given the product [Cl:1][C:19]1[N:18]=[C:17]([NH:13][CH2:12][C:8]2[CH:7]=[C:6]3[C:11](=[CH:10][CH:9]=2)[N:2]=[CH:3][CH:4]=[CH:5]3)[C:16]([NH2:15])=[CH:21][CH:20]=1, predict the reactants needed to synthesize it. The reactants are: [ClH:1].[N:2]1[C:11]2[C:6](=[CH:7][C:8]([CH2:12][N:13]3[C:17]4=[N:18][C:19](C5C=C(CO)C=CC=5)=[CH:20][CH:21]=[C:16]4[N:15]=N3)=[CH:9][CH:10]=2)[CH:5]=[CH:4][CH:3]=1.C(=O)(O)[O-].[Na+]. (2) Given the product [Br:1][C:2]1[CH:3]=[CH:4][C:5]2[S:9][C:8]([CH2:10][CH2:11][CH2:12][S:16][C:17]3[CH:22]=[CH:21][C:20]([O:23][CH2:24][C:25]([O:27][CH2:28][CH3:29])=[O:26])=[C:19]([CH3:30])[CH:18]=3)=[C:7]([CH3:14])[C:6]=2[CH:15]=1, predict the reactants needed to synthesize it. The reactants are: [Br:1][C:2]1[CH:3]=[CH:4][C:5]2[S:9][C:8]([CH2:10][CH2:11][CH2:12]Br)=[C:7]([CH3:14])[C:6]=2[CH:15]=1.[SH:16][C:17]1[CH:22]=[CH:21][C:20]([O:23][CH2:24][C:25]([O:27][CH2:28][CH3:29])=[O:26])=[C:19]([CH3:30])[CH:18]=1.C(=O)([O-])[O-].[K+].[K+].